This data is from hERG potassium channel inhibition data for cardiac toxicity prediction from Karim et al.. The task is: Regression/Classification. Given a drug SMILES string, predict its toxicity properties. Task type varies by dataset: regression for continuous values (e.g., LD50, hERG inhibition percentage) or binary classification for toxic/non-toxic outcomes (e.g., AMES mutagenicity, cardiotoxicity, hepatotoxicity). Dataset: herg_karim. (1) The drug is CN1Cc2cncn2Cc2ccc(C#N)c(c2)Oc2ccc3cccc(c3c2)N2CC[C@@H]1C2=O. The result is 1 (blocker). (2) The molecule is O=C1NC(=O)C(c2cnc3ccccn23)=C1c1cn2c3c(cccc13)CN(C(=O)N1CCOCC1)CC2. The result is 0 (non-blocker). (3) The compound is Cc1cc(=O)n2nc(N3CC[C@H](c4cc(F)c(F)cc4F)[C@@H](N)C3)ccc2n1.O=C(O)C(F)(F)F. The result is 0 (non-blocker). (4) The drug is Cc1nnc(C(C)C)n1C1C[C@@H]2CC[C@H](C1)N2CC[C@H](NC(=O)C1CCC(F)(F)CC1)c1ccccc1. The result is 0 (non-blocker). (5) The molecule is CC(N)(CCc1ccc(-c2nc3ccc(C4(c5ccccc5)CC4)nc3s2)c(F)c1)C(=O)O. The result is 0 (non-blocker).